This data is from Reaction yield outcomes from USPTO patents with 853,638 reactions. The task is: Predict the reaction yield, written as a fraction of the theoretical maximum amount of product (1.0 means a 100% yield; for example, 0.34 means a 34% yield). (1) The reactants are [H-].[Na+].[C:3]([O:13][CH2:14][C:15]1[CH:20]=[CH:19][CH:18]=[CH:17][CH:16]=1)(=[O:12])[CH2:4][C:5]([O:7][C:8]([CH3:11])([CH3:10])[CH3:9])=[O:6].Br[CH2:22][CH2:23][C@@H:24]([NH:32][C:33]([O:35][C:36]([CH3:39])([CH3:38])[CH3:37])=[O:34])[C:25]([O:27][C:28]([CH3:31])([CH3:30])[CH3:29])=[O:26]. The catalyst is CN(C)C=O. The product is [CH2:14]([O:13][C:3]([CH:4]([CH2:22][CH2:23][C@@H:24]([NH:32][C:33]([O:35][C:36]([CH3:37])([CH3:39])[CH3:38])=[O:34])[C:25]([O:27][C:28]([CH3:29])([CH3:30])[CH3:31])=[O:26])[C:5]([O:7][C:8]([CH3:11])([CH3:10])[CH3:9])=[O:6])=[O:12])[C:15]1[CH:16]=[CH:17][CH:18]=[CH:19][CH:20]=1. The yield is 0.460. (2) The reactants are [C:1]1([C:7]2[CH:8]=[C:9]([CH:12]=O)[S:10][CH:11]=2)[CH:6]=[CH:5][CH:4]=[CH:3][CH:2]=1.[S:14]1[CH2:20][C:18](=[O:19])[NH:17][C:15]1=[S:16].C([O-])(=O)C.[Na+].O. The catalyst is C(O)(=O)C. The product is [C:1]1([C:7]2[CH:8]=[C:9]([CH:12]=[C:20]3[S:14][C:15](=[S:16])[NH:17][C:18]3=[O:19])[S:10][CH:11]=2)[CH:2]=[CH:3][CH:4]=[CH:5][CH:6]=1. The yield is 0.870.